Dataset: CYP3A4 inhibition data for predicting drug metabolism from PubChem BioAssay. Task: Regression/Classification. Given a drug SMILES string, predict its absorption, distribution, metabolism, or excretion properties. Task type varies by dataset: regression for continuous measurements (e.g., permeability, clearance, half-life) or binary classification for categorical outcomes (e.g., BBB penetration, CYP inhibition). Dataset: cyp3a4_veith. (1) The drug is Cc1ccc(OC(=O)N2CCOCC2)cc1. The result is 0 (non-inhibitor). (2) The drug is CC(=O)/C=C1/SC=C(c2ccc(Br)cc2)N1c1ccccc1. The result is 0 (non-inhibitor). (3) The drug is COc1ccc(NC(=O)OC(C)C)cc1. The result is 0 (non-inhibitor). (4) The drug is C=CCNc1oc(/C=C/c2ccccc2)nc1C#N. The result is 1 (inhibitor).